From a dataset of Full USPTO retrosynthesis dataset with 1.9M reactions from patents (1976-2016). Predict the reactants needed to synthesize the given product. (1) Given the product [CH:23]1([O:22][C:18]2[CH:17]=[C:16]([NH2:15])[CH:21]=[CH:20][CH:19]=2)[CH2:27][CH2:26][CH2:25][CH2:24]1, predict the reactants needed to synthesize it. The reactants are: N(C(OC(C)C)=O)=NC(OC(C)C)=O.[NH2:15][C:16]1[CH:17]=[C:18]([OH:22])[CH:19]=[CH:20][CH:21]=1.[CH:23]1(O)[CH2:27][CH2:26][CH2:25][CH2:24]1.C1(P(C2C=CC=CC=2)C2C=CC=CC=2)C=CC=CC=1. (2) Given the product [CH2:1]([O:8][C:9]([N:11]1[CH2:16][CH2:15][CH2:14][CH:13]([N:17]2[C:21]([C:22]3[CH:27]=[CH:26][CH:25]=[CH:24][CH:23]=3)=[C:20]([C:28]([OH:30])=[O:29])[N:19]=[CH:18]2)[CH2:12]1)=[O:10])[C:2]1[CH:3]=[CH:4][CH:5]=[CH:6][CH:7]=1, predict the reactants needed to synthesize it. The reactants are: [CH2:1]([O:8][C:9]([N:11]1[CH2:16][CH2:15][CH2:14][CH:13]([N:17]2[C:21]([C:22]3[CH:27]=[CH:26][CH:25]=[CH:24][CH:23]=3)=[C:20]([C:28]([O:30]C)=[O:29])[N:19]=[CH:18]2)[CH2:12]1)=[O:10])[C:2]1[CH:7]=[CH:6][CH:5]=[CH:4][CH:3]=1.[OH-].[Na+]. (3) Given the product [C:14]([O:13][C:11]([NH:2][C@H:3]1[CH2:6][C@H:5]([C:7]([O:9][CH3:10])=[O:8])[CH2:4]1)=[O:12])([CH3:17])([CH3:16])[CH3:15], predict the reactants needed to synthesize it. The reactants are: Cl.[NH2:2][C@H:3]1[CH2:6][C@H:5]([C:7]([O:9][CH3:10])=[O:8])[CH2:4]1.[C:11](O[C:11]([O:13][C:14]([CH3:17])([CH3:16])[CH3:15])=[O:12])([O:13][C:14]([CH3:17])([CH3:16])[CH3:15])=[O:12].CCN(CC)CC. (4) Given the product [C:10]([C:9]1[CH:12]=[CH:13][C:6]([O:5][CH2:4][CH:3]([OH:14])[CH2:2][NH:1][C:16](=[O:17])[O:18][C:19]([CH3:22])([CH3:21])[CH3:20])=[CH:7][CH:8]=1)#[N:11], predict the reactants needed to synthesize it. The reactants are: [NH2:1][CH2:2][CH:3]([OH:14])[CH2:4][O:5][C:6]1[CH:13]=[CH:12][C:9]([C:10]#[N:11])=[CH:8][CH:7]=1.O.[C:16](O[C:16]([O:18][C:19]([CH3:22])([CH3:21])[CH3:20])=[O:17])([O:18][C:19]([CH3:22])([CH3:21])[CH3:20])=[O:17].[Na+].[Cl-]. (5) Given the product [CH:36]([NH:33][C:34]([NH:1][C:2]1[CH:3]=[CH:4][C:5]([S:8]([N:11]([CH3:32])[C:12]2[CH:31]=[CH:30][C:15]3[N:16]([CH2:23][CH:24]4[CH2:29][CH2:28][O:27][CH2:26][CH2:25]4)[C:17]([C:19]([F:21])([F:20])[F:22])=[N:18][C:14]=3[CH:13]=2)(=[O:10])=[O:9])=[CH:6][CH:7]=1)=[O:35])([CH3:38])[CH3:37], predict the reactants needed to synthesize it. The reactants are: [NH2:1][C:2]1[CH:7]=[CH:6][C:5]([S:8]([N:11]([CH3:32])[C:12]2[CH:31]=[CH:30][C:15]3[N:16]([CH2:23][CH:24]4[CH2:29][CH2:28][O:27][CH2:26][CH2:25]4)[C:17]([C:19]([F:22])([F:21])[F:20])=[N:18][C:14]=3[CH:13]=2)(=[O:10])=[O:9])=[CH:4][CH:3]=1.[N:33]([CH:36]([CH3:38])[CH3:37])=[C:34]=[O:35]. (6) The reactants are: [Li]CCCC.[CH2:6]([N:8]1[CH2:13][CH2:12][N:11]([C:14]2[N:15](S(N(C)C)(=O)=O)[CH:16]=[CH:17][N:18]=2)[CH2:10][CH2:9]1)[CH3:7].CN([CH:28]=[O:29])C.C([O-])([O-])=O.[Na+].[Na+]. Given the product [CH2:6]([N:8]1[CH2:13][CH2:12][N:11]([C:14]2[NH:15][C:16]([CH:28]=[O:29])=[CH:17][N:18]=2)[CH2:10][CH2:9]1)[CH3:7], predict the reactants needed to synthesize it. (7) Given the product [CH3:1][C:2]1[N:3]([C:13]2[CH:18]=[CH:17][CH:16]=[CH:15][CH:14]=2)[C:4]([CH3:12])=[C:5]([C:7]([O-:9])=[O:8])[N:6]=1.[Li+:21], predict the reactants needed to synthesize it. The reactants are: [CH3:1][C:2]1[N:3]([C:13]2[CH:18]=[CH:17][CH:16]=[CH:15][CH:14]=2)[C:4]([CH3:12])=[C:5]([C:7]([O:9]CC)=[O:8])[N:6]=1.O.[OH-].[Li+:21].